Task: Predict the product of the given reaction.. Dataset: Forward reaction prediction with 1.9M reactions from USPTO patents (1976-2016) (1) The product is: [F:1][C:2]1[CH:11]=[CH:10][C:9]([F:12])=[CH:8][C:3]=1[C:4]1[S:7][C:25]([CH2:24][CH2:23][N:15]([O:14][CH3:13])[C:16](=[O:22])[O:17][C:18]([CH3:20])([CH3:21])[CH3:19])([C:26]2[CH:31]=[CH:30][CH:29]=[CH:28][CH:27]=2)[NH:6][N:5]=1. Given the reactants [F:1][C:2]1[CH:11]=[CH:10][C:9]([F:12])=[CH:8][C:3]=1[C:4](=[S:7])[NH:5][NH2:6].[CH3:13][O:14][N:15]([CH2:23][CH2:24][C:25](=O)[C:26]1[CH:31]=[CH:30][CH:29]=[CH:28][CH:27]=1)[C:16](=[O:22])[O:17][C:18]([CH3:21])([CH3:20])[CH3:19], predict the reaction product. (2) Given the reactants [C:1]1(O)[CH:6]=[CH:5][C:4]([C:7]2[CH:12]=[CH:11][C:10](O)=[CH:9][CH:8]=2)=[CH:3][CH:2]=1.C([O-])([O-])=O.[K+].[K+].BrCCCCCCO.Cl, predict the reaction product. The product is: [C:4]1([C:7]2[CH:8]=[CH:9][CH:10]=[CH:11][CH:12]=2)[CH:5]=[CH:6][CH:1]=[CH:2][CH:3]=1. (3) The product is: [CH2:1]([O:3][C:4]([C:6]1[CH:7]=[C:8]2[N:13]([C:14]=1[C:15]1[CH:20]=[CH:19][N:18]=[C:17]([CH3:21])[CH:16]=1)[CH:12]=[CH:11][C:10]([CH2:22][N:28]=[N+:29]=[N-:30])=[CH:9]2)=[O:5])[CH3:2]. Given the reactants [CH2:1]([O:3][C:4]([C:6]1[CH:7]=[C:8]2[N:13]([C:14]=1[C:15]1[CH:20]=[CH:19][N:18]=[C:17]([CH3:21])[CH:16]=1)[CH:12]=[CH:11][C:10]([CH2:22]OS(C)(=O)=O)=[CH:9]2)=[O:5])[CH3:2].[N-:28]=[N+:29]=[N-:30].[Na+], predict the reaction product. (4) The product is: [Cl-:66].[Cl-:66].[CH3:31][SiH:32]([Zr+2:34]([C:49]1[C:57]2[C:56]3[CH:58]=[CH:59][CH:60]=[CH:61][C:55]=3[CH:54]=[CH:53][C:52]=2[CH2:51][C:50]=1[CH3:62])[C:35]1[C:43]2[C:42]3[CH:44]=[CH:45][CH:46]=[CH:47][C:41]=3[CH:40]=[CH:39][C:38]=2[CH2:37][C:36]=1[CH3:48])[CH3:33]. Given the reactants C(C1C=C(C=C(C(C)(C)C)C=1)[O-])(C)(C)C.C(C1C=C(C=C(C(C)(C)C)C=1)[O-])(C)(C)C.[CH3:31][SiH:32]([Zr+2:34]([C:49]1[C:57]2[C:56]3[CH:58]=[CH:59][CH:60]=[CH:61][C:55]=3[CH:54]=[CH:53][C:52]=2[CH2:51][C:50]=1[CH3:62])[C:35]1[C:43]2[C:42]3[CH:44]=[CH:45][CH:46]=[CH:47][C:41]=3[CH:40]=[CH:39][C:38]=2[CH2:37][C:36]=1[CH3:48])[CH3:33].C([Cl:66])(=O)C, predict the reaction product. (5) Given the reactants [NH2:1][C:2]1[CH:7]=[C:6]([Cl:8])[CH:5]=[CH:4][N:3]=1.Cl[C:10]1[S:11][C:12]([C:15]2[CH:16]=[N:17][CH:18]=[C:19]([CH:23]=2)[C:20]([OH:22])=[O:21])=[CH:13][N:14]=1.[H-].[Na+].FC(F)(F)C(O)=O, predict the reaction product. The product is: [Cl:8][C:6]1[CH:5]=[CH:4][N:3]=[C:2]([NH:1][C:10]2[S:11][C:12]([C:15]3[CH:16]=[N:17][CH:18]=[C:19]([CH:23]=3)[C:20]([OH:22])=[O:21])=[CH:13][N:14]=2)[CH:7]=1. (6) The product is: [CH3:33][C:32]1([CH3:34])[O:29][CH:28]([CH2:26][O:10][CH2:11][CH2:12][CH2:13][CH2:14][CH2:15][CH2:16][CH2:17][CH2:18][CH2:19][CH:20]=[CH2:21])[CH2:30][O:31]1. Given the reactants C1(C)C=CC(S([O:10][CH2:11][CH2:12][CH2:13][CH2:14][CH2:15][CH2:16][CH2:17][CH2:18][CH2:19][CH:20]=[CH2:21])(=O)=O)=CC=1.C(=[C:26]([CH:28]([CH2:30][OH:31])[OH:29])O)(C)C.[C:32](O)(C)([CH3:34])[CH3:33], predict the reaction product.